Dataset: Full USPTO retrosynthesis dataset with 1.9M reactions from patents (1976-2016). Task: Predict the reactants needed to synthesize the given product. Given the product [CH:35]1([CH2:34][N:6]2[C:5]([C:12]([C:14]3[CH:15]=[C:16]([CH:21]=[CH:22][C:23]#[N:24])[CH:17]=[C:18]([CH3:20])[CH:19]=3)=[O:13])=[C:4]([CH:1]([CH3:3])[CH3:2])[C:9](=[O:10])[NH:8][C:7]2=[O:11])[CH2:37][CH2:36]1, predict the reactants needed to synthesize it. The reactants are: [CH:1]([C:4]1[C:9](=[O:10])[NH:8][C:7](=[O:11])[NH:6][C:5]=1[C:12]([C:14]1[CH:15]=[C:16]([CH:21]=[CH:22][C:23]#[N:24])[CH:17]=[C:18]([CH3:20])[CH:19]=1)=[O:13])([CH3:3])[CH3:2].C(=O)([O-])[O-].[K+].[K+].[I-].[Li+].Br[CH2:34][CH:35]1[CH2:37][CH2:36]1.